From a dataset of Cav3 T-type calcium channel HTS with 100,875 compounds. Binary Classification. Given a drug SMILES string, predict its activity (active/inactive) in a high-throughput screening assay against a specified biological target. (1) The compound is O1C2(CCCCC2)CC(=O)c2c1ccc(OCC(=O)N1CCOCC1)c2. The result is 0 (inactive). (2) The molecule is O(CCCC(=O)n1nnc2c1cccc2)c1ccc(cc1)C(=O)C. The result is 0 (inactive). (3) The compound is O=C(NC1CCN(CC1)CC(=O)Nc1cc(c(cc1)C)C)Cc1ccccc1. The result is 0 (inactive). (4) The result is 0 (inactive). The molecule is S1c2c(N(C(=O)N3CC(CCC3)C)c3c1cccc3)cccc2. (5) The molecule is O(CCN1C(=O)C(NC1=O)(C)C)c1ccc(C(CC)(C)C)cc1. The result is 0 (inactive). (6) The compound is S(=O)(=O)(N(CC(=O)Nc1sccn1)c1ccc(OC)cc1)c1c(n(nc1C)C)C. The result is 0 (inactive). (7) The drug is Clc1c(CSCc2n(c(SCC(=O)Nc3sccn3)nn2)C)cccc1. The result is 0 (inactive). (8) The drug is S(=O)(=O)(N1CC(CCC1)C(=O)NCc1occc1)c1c2nsnc2ccc1. The result is 0 (inactive).